This data is from Catalyst prediction with 721,799 reactions and 888 catalyst types from USPTO. The task is: Predict which catalyst facilitates the given reaction. (1) Reactant: [Si:1]([O:8][C@H:9]1[CH2:14][CH2:13][C@@:12]([C@H:16]2[CH2:24][CH2:23][C@@:22]3([CH3:25])[C@@H:18]([CH2:19][CH2:20][C:21]3=[CH2:26])[C@@H:17]2[CH2:27][NH:28]C(=O)C(F)(F)F)([CH3:15])[C@@H:11]([CH2:35][O:36][Si:37]([C:40]([CH3:43])([CH3:42])[CH3:41])([CH3:39])[CH3:38])[CH2:10]1)([C:4]([CH3:7])([CH3:6])[CH3:5])([CH3:3])[CH3:2].C(=O)([O-])[O-].[K+].[K+]. Product: [Si:1]([O:8][C@H:9]1[CH2:14][CH2:13][C@@:12]([C@H:16]2[CH2:24][CH2:23][C@@:22]3([CH3:25])[C@@H:18]([CH2:19][CH2:20][C:21]3=[CH2:26])[C@@H:17]2[CH2:27][NH2:28])([CH3:15])[C@@H:11]([CH2:35][O:36][Si:37]([C:40]([CH3:43])([CH3:42])[CH3:41])([CH3:38])[CH3:39])[CH2:10]1)([C:4]([CH3:7])([CH3:6])[CH3:5])([CH3:3])[CH3:2]. The catalyst class is: 24. (2) Reactant: Cl[C:2]1[C:7]([F:8])=[C:6]([Cl:9])[N:5]=[CH:4][N:3]=1.[OH:10][CH:11]1[CH2:16][CH2:15][N:14]([C:17]([O:19][C:20]([CH3:23])([CH3:22])[CH3:21])=[O:18])[CH2:13][CH2:12]1.CC(C)([O-])C.[K+]. Product: [Cl:9][C:6]1[N:5]=[CH:4][N:3]=[C:2]([O:10][CH:11]2[CH2:12][CH2:13][N:14]([C:17]([O:19][C:20]([CH3:23])([CH3:22])[CH3:21])=[O:18])[CH2:15][CH2:16]2)[C:7]=1[F:8]. The catalyst class is: 20. (3) Reactant: [F:1][C:2]1[CH:3]=[C:4]([CH:11]([CH3:16])[C:12]([O:14][CH3:15])=[O:13])[CH:5]=[CH:6][C:7]=1[N+:8]([O-])=O. Product: [NH2:8][C:7]1[CH:6]=[CH:5][C:4]([CH:11]([CH3:16])[C:12]([O:14][CH3:15])=[O:13])=[CH:3][C:2]=1[F:1]. The catalyst class is: 43. (4) Reactant: [C:1]([O:5][C:6]([N:8]1[CH2:13][CH2:12][CH:11]([NH:14][C:15]2[N:20]=[CH:19][C:18]([OH:21])=[CH:17][N:16]=2)[CH2:10][CH2:9]1)=[O:7])([CH3:4])([CH3:3])[CH3:2].C(N(C(C)C)C(C)C)C.[CH3:31][S:32](Cl)(=[O:34])=[O:33]. Product: [C:1]([O:5][C:6]([N:8]1[CH2:9][CH2:10][CH:11]([NH:14][C:15]2[N:20]=[CH:19][C:18]([O:21][S:32]([CH3:31])(=[O:34])=[O:33])=[CH:17][N:16]=2)[CH2:12][CH2:13]1)=[O:7])([CH3:4])([CH3:2])[CH3:3]. The catalyst class is: 4. (5) Reactant: [C:1]([O:5][C:6]([N:8]1[CH2:11][CH:10]([O:12][C:13]2[CH:14]=[C:15]3[C:24](=[CH:25][CH:26]=2)[O:23][CH2:22][C:21]2[N:16]3[CH:17]([CH3:28])[C:18](=[O:27])[NH:19][N:20]=2)[CH2:9]1)=[O:7])([CH3:4])([CH3:3])[CH3:2].[Br-:29].[Br-].[Br-].C([N+](CCCC)(CCCC)CCCC)CCC.C([N+](CCCC)(CCCC)CCCC)CCC.C([N+](CCCC)(CCCC)CCCC)CCC. Product: [C:1]([O:5][C:6]([N:8]1[CH2:11][CH:10]([O:12][C:13]2[CH:14]=[C:15]3[C:24](=[CH:25][C:26]=2[Br:29])[O:23][CH2:22][C:21]2[N:16]3[CH:17]([CH3:28])[C:18](=[O:27])[NH:19][N:20]=2)[CH2:9]1)=[O:7])([CH3:4])([CH3:2])[CH3:3]. The catalyst class is: 61. (6) Reactant: Br[C:2]1[CH:11]=[CH:10][CH:9]=[C:8]2[C:3]=1[C:4](=[O:28])[N:5]([C:23]1[CH:27]=[CH:26][NH:25][N:24]=1)[C:6]([C@@H:12]([NH:15][C:16](=[O:22])[O:17][C:18]([CH3:21])([CH3:20])[CH3:19])[CH2:13][CH3:14])=[N:7]2.[CH3:29][N:30]1C(=O)CCC1. Product: [C:29]([C:2]1[CH:11]=[CH:10][CH:9]=[C:8]2[C:3]=1[C:4](=[O:28])[N:5]([C:23]1[CH:27]=[CH:26][NH:25][N:24]=1)[C:6]([C@@H:12]([NH:15][C:16](=[O:22])[O:17][C:18]([CH3:21])([CH3:20])[CH3:19])[CH2:13][CH3:14])=[N:7]2)#[N:30]. The catalyst class is: 267. (7) Reactant: [O:1]=[C:2]1[NH:7][CH2:6][CH2:5][N:4](C(OC(C)(C)C)=O)[CH2:3]1.[H-].[Na+].[CH2:17]([N:19]1[C:23]2=[N:24][C:25]([CH2:64][CH3:65])=[C:26]([CH2:35][NH:36][C:37]([C:39]3[CH:44]=[CH:43][CH:42]=[C:41]([C:45]([NH:47][CH2:48][C:49]4[CH:50]=[C:51]([C:56]5[CH:61]=[CH:60][CH:59]=[C:58]([CH2:62]I)[CH:57]=5)[C:52]([F:55])=[CH:53][CH:54]=4)=[O:46])[CH:40]=3)=[O:38])[C:27]([NH:28][CH:29]3[CH2:34][CH2:33][O:32][CH2:31][CH2:30]3)=[C:22]2[CH:21]=[N:20]1)[CH3:18]. Product: [CH2:17]([N:19]1[C:23]2=[N:24][C:25]([CH2:64][CH3:65])=[C:26]([CH2:35][NH:36][C:37]([C:39]3[CH:44]=[CH:43][CH:42]=[C:41]([C:45]([NH:47][CH2:48][C:49]4[CH:50]=[C:51]([C:56]5[CH:61]=[CH:60][CH:59]=[C:58]([CH2:62][N:7]6[CH2:6][CH2:5][NH:4][CH2:3][C:2]6=[O:1])[CH:57]=5)[C:52]([F:55])=[CH:53][CH:54]=4)=[O:46])[CH:40]=3)=[O:38])[C:27]([NH:28][CH:29]3[CH2:34][CH2:33][O:32][CH2:31][CH2:30]3)=[C:22]2[CH:21]=[N:20]1)[CH3:18]. The catalyst class is: 3. (8) Product: [NH:4]1[C:5]([C:6]2[CH:11]=[CH:10][C:9]([C:12]3[C:21]([CH3:22])=[CH:20][C:19]4[C:14](=[CH:15][CH:16]=[C:17]([OH:23])[CH:18]=4)[N:13]=3)=[CH:8][CH:7]=2)=[N:1][N:2]=[N:3]1. The catalyst class is: 37. Reactant: [NH:1]1[C:5]([C:6]2[CH:11]=[CH:10][C:9]([C:12]3[C:21]([CH3:22])=[CH:20][C:19]4[C:14](=[CH:15][CH:16]=[C:17]([O:23]C)[CH:18]=4)[N:13]=3)=[CH:8][CH:7]=2)=[N:4][N:3]=[N:2]1.